This data is from Reaction yield outcomes from USPTO patents with 853,638 reactions. The task is: Predict the reaction yield, written as a fraction of the theoretical maximum amount of product (1.0 means a 100% yield; for example, 0.34 means a 34% yield). The reactants are [CH:1]1([C@H:4]2[C@H:13]([CH3:14])[C@@H:12]([NH:15][C:16]3[CH:21]=[CH:20][CH:19]=[C:18]([CH3:22])[N:17]=3)[C:11]3[C:6](=[C:7]([O:29]C)[N:8]=[C:9]([N:23]4[CH2:28][CH2:27][O:26][CH2:25][CH2:24]4)[CH:10]=3)[N:5]2[C:31](=[O:33])[CH3:32])[CH2:3][CH2:2]1.[I-].[Na+]. The catalyst is C(#N)C. The product is [CH:1]1([C@H:4]2[C@H:13]([CH3:14])[C@@H:12]([NH:15][C:16]3[CH:21]=[CH:20][CH:19]=[C:18]([CH3:22])[N:17]=3)[C:11]3[C:6](=[C:7]([OH:29])[N:8]=[C:9]([N:23]4[CH2:24][CH2:25][O:26][CH2:27][CH2:28]4)[CH:10]=3)[N:5]2[C:31](=[O:33])[CH3:32])[CH2:3][CH2:2]1. The yield is 0.240.